Dataset: Full USPTO retrosynthesis dataset with 1.9M reactions from patents (1976-2016). Task: Predict the reactants needed to synthesize the given product. (1) Given the product [Br:1][CH2:2][CH2:3]/[CH:15]=[C:14](\[CH3:16])/[CH2:13][O:12][CH2:11][CH2:10][CH:9]([O:8][CH2:6][CH3:7])[O:17][CH2:18][CH3:19], predict the reactants needed to synthesize it. The reactants are: [Br:1][CH:2](C)[CH:3]=C.[CH2:6]([O:8][CH:9]([O:17][CH2:18][CH3:19])[CH2:10][CH2:11][O:12][CH2:13][C:14]([CH3:16])=[CH2:15])[CH3:7]. (2) Given the product [CH:12]1([CH2:15][NH:11][CH2:10][CH2:9][C:3]2[CH:4]=[CH:5][C:6]([CH3:8])=[CH:7][C:2]=2[CH3:1])[CH2:14][CH2:13]1, predict the reactants needed to synthesize it. The reactants are: [CH3:1][C:2]1[CH:7]=[C:6]([CH3:8])[CH:5]=[CH:4][C:3]=1[CH2:9][CH2:10][NH2:11].[CH:12]1([CH:15]=O)[CH2:14][CH2:13]1. (3) The reactants are: [CH2:1]([O:5][C:6]1[CH:14]=[CH:13][C:12]([S:15]([CH3:18])(=[O:17])=[O:16])=[CH:11][C:7]=1[C:8]([OH:10])=O)[CH:2]([CH3:4])[CH3:3].Cl.[CH2:20]([S:22]([C:25]1[CH:26]=[CH:27][C:28]2[O:32][C:31]([N:33]3[CH2:38][CH2:37][NH:36][CH2:35][CH2:34]3)=[N:30][C:29]=2[CH:39]=1)(=[O:24])=[O:23])[CH3:21]. Given the product [CH2:20]([S:22]([C:25]1[CH:26]=[CH:27][C:28]2[O:32][C:31]([N:33]3[CH2:34][CH2:35][N:36]([C:8]([C:7]4[CH:11]=[C:12]([S:15]([CH3:18])(=[O:17])=[O:16])[CH:13]=[CH:14][C:6]=4[O:5][CH2:1][CH:2]([CH3:3])[CH3:4])=[O:10])[CH2:37][CH2:38]3)=[N:30][C:29]=2[CH:39]=1)(=[O:23])=[O:24])[CH3:21], predict the reactants needed to synthesize it. (4) The reactants are: [CH:1]([C:4]1[C:11]([C:12]2[CH:17]=[CH:16][CH:15]=[CH:14][CH:13]=2)=[CH:10][C:7]([C:8]#[N:9])=[C:6]([N:18]2[CH2:23][CH2:22][NH:21][C@H:20]([CH3:24])[CH2:19]2)[N:5]=1)([CH3:3])[CH3:2].[CH3:25][C:26]1[O:27][CH:28]=[CH:29][C:30]=1[C:31](O)=[O:32].CCN=C=NCCCN(C)C.C1C=CC2N(O)N=NC=2C=1.C(N(CC)CC)C. Given the product [CH:1]([C:4]1[C:11]([C:12]2[CH:17]=[CH:16][CH:15]=[CH:14][CH:13]=2)=[CH:10][C:7]([C:8]#[N:9])=[C:6]([N:18]2[CH2:23][CH2:22][N:21]([C:31]([C:30]3[CH:29]=[CH:28][O:27][C:26]=3[CH3:25])=[O:32])[C@H:20]([CH3:24])[CH2:19]2)[N:5]=1)([CH3:3])[CH3:2], predict the reactants needed to synthesize it. (5) Given the product [C:3]([O:7][C:8](=[O:51])[N:9]([CH2:27][CH:28]([C:30]1[CH:35]=[CH:34][C:33]([O:36][CH2:65][O:64][P:52]([O:59][C:60]([CH3:63])([CH3:62])[CH3:61])([O:54][C:55]([CH3:58])([CH3:57])[CH3:56])=[O:53])=[C:32]([CH:49]=[O:50])[CH:31]=1)[OH:29])[CH2:10][CH2:11][CH2:12][CH2:13][CH2:14][CH2:15][O:16][CH2:17][CH2:18][CH2:19][CH2:20][C:21]1[CH:26]=[CH:25][CH:24]=[CH:23][CH:22]=1)([CH3:6])([CH3:4])[CH3:5], predict the reactants needed to synthesize it. The reactants are: [H-].[Na+].[C:3]([O:7][C:8](=[O:51])[N:9]([CH2:27][CH:28]([C:30]1[CH:35]=[CH:34][C:33]([O:36]P(OC(C)(C)C)(OC(C)(C)C)=O)=[C:32]([CH:49]=[O:50])[CH:31]=1)[OH:29])[CH2:10][CH2:11][CH2:12][CH2:13][CH2:14][CH2:15][O:16][CH2:17][CH2:18][CH2:19][CH2:20][C:21]1[CH:26]=[CH:25][CH:24]=[CH:23][CH:22]=1)([CH3:6])([CH3:5])[CH3:4].[P:52]([O:64][CH2:65]Cl)([O:59][C:60]([CH3:63])([CH3:62])[CH3:61])([O:54][C:55]([CH3:58])([CH3:57])[CH3:56])=[O:53].C(O)(=O)CC(CC(O)=O)(C(O)=O)O. (6) The reactants are: [CH2:1]([OH:10])[CH2:2][CH2:3][CH2:4][CH2:5][CH2:6][CH2:7][CH2:8][OH:9].Cl[C:12]1[CH:17]=[CH:16][N+:15]([O-:18])=[C:14]([CH3:19])[C:13]=1[CH3:20]. Given the product [OH:9][CH2:8][CH2:7][CH2:6][CH2:5][CH2:4][CH2:3][CH2:2][CH2:1][O:10][C:12]1[CH:17]=[CH:16][N+:15]([O-:18])=[C:14]([CH3:19])[C:13]=1[CH3:20], predict the reactants needed to synthesize it. (7) Given the product [F:30][C:29]([F:32])([F:31])[C:24]1[CH:25]=[CH:26][CH:27]=[CH:28][C:23]=1[N:7]1[CH2:6][C@@H:5]2[CH2:1][N:2]([C:9]([O:11][C:12]([CH3:15])([CH3:14])[CH3:13])=[O:10])[CH2:3][C@@H:4]2[CH2:8]1, predict the reactants needed to synthesize it. The reactants are: [CH2:1]1[C@@H:5]2[CH2:6][NH:7][CH2:8][C@@H:4]2[CH2:3][N:2]1[C:9]([O:11][C:12]([CH3:15])([CH3:14])[CH3:13])=[O:10].CC([O-])(C)C.[Na+].Br[C:23]1[CH:28]=[CH:27][CH:26]=[CH:25][C:24]=1[C:29]([F:32])([F:31])[F:30]. (8) The reactants are: [NH2:1][C:2]1[CH:7]=[CH:6][C:5]([F:8])=[CH:4][C:3]=1[C:9]([CH3:31])([CH3:30])[CH2:10][C:11]([OH:29])([C:25]([F:28])([F:27])[F:26])[C:12]([NH:14][C:15]1[CH:16]=[C:17]2[C:22](=[CH:23][CH:24]=1)[C:20](=[O:21])[O:19][CH2:18]2)=[O:13].N1C=CC=CC=1.[S:38](Cl)([CH3:41])(=[O:40])=[O:39]. Given the product [F:8][C:5]1[CH:6]=[CH:7][C:2]([NH:1][S:38]([CH3:41])(=[O:40])=[O:39])=[C:3]([C:9]([CH3:31])([CH3:30])[CH2:10][C:11]([OH:29])([C:25]([F:28])([F:27])[F:26])[C:12]([NH:14][C:15]2[CH:16]=[C:17]3[C:22](=[CH:23][CH:24]=2)[C:20](=[O:21])[O:19][CH2:18]3)=[O:13])[CH:4]=1, predict the reactants needed to synthesize it. (9) Given the product [CH3:20][N:22]([CH3:24])/[CH:23]=[CH:1]/[C:2]1[C:3]([N+:16]([O-:18])=[O:17])=[C:4]([C:10]([N+:13]([O-:15])=[O:14])=[CH:11][CH:12]=1)[C:5]([O:7][CH2:8][CH3:9])=[O:6], predict the reactants needed to synthesize it. The reactants are: [CH3:1][C:2]1[C:3]([N+:16]([O-:18])=[O:17])=[C:4]([C:10]([N+:13]([O-:15])=[O:14])=[CH:11][CH:12]=1)[C:5]([O:7][CH2:8][CH3:9])=[O:6].C[C:20]([N:22]([CH3:24])[CH3:23])=O. (10) Given the product [CH3:55][C:52]1[CH:53]=[CH:54][C:49]([C:29]2[CH:30]=[C:31]3[C:35](=[C:27]([C:25]([NH2:24])=[O:26])[CH:28]=2)[NH:34][CH:33]=[C:32]3[CH:36]2[CH2:41][CH2:40][NH:39][CH2:38][CH2:37]2)=[CH:50][CH:51]=1, predict the reactants needed to synthesize it. The reactants are: N1CCC(C2C3C(=C(C(N)=O)C=C(C4SC=CC=4)C=3)NC=2)CC1.[NH2:24][C:25]([C:27]1[CH:28]=[C:29]([C:49]2[CH:54]=[CH:53][C:52]([CH3:55])=[CH:51][CH:50]=2)[CH:30]=[C:31]2[C:35]=1[NH:34][CH:33]=[C:32]2[CH:36]1[CH2:41][CH2:40][N:39](C(OC(C)(C)C)=O)[CH2:38][CH2:37]1)=[O:26].Cl.